Dataset: Reaction yield outcomes from USPTO patents with 853,638 reactions. Task: Predict the reaction yield, written as a fraction of the theoretical maximum amount of product (1.0 means a 100% yield; for example, 0.34 means a 34% yield). (1) The reactants are CN(C(ON1N=NC2C=CC=NC1=2)=[N+](C)C)C.F[P-](F)(F)(F)(F)F.Cl.[F:26][C:27]1[CH:28]=[C:29]([NH:40][C:41]([C@H:43]2[C:52]3[C:47](=[CH:48][C:49]([O:53][CH3:54])=[CH:50][CH:51]=3)[CH2:46][CH2:45][NH:44]2)=[O:42])[CH:30]=[C:31]([F:39])[C:32]=1[C:33]([CH3:38])([CH3:37])[CH2:34][O:35][CH3:36].[C:55]([O:59][C:60](=[O:69])[CH2:61][C@@H:62]1[CH2:65][C@H:64]([C:66](O)=[O:67])[CH2:63]1)([CH3:58])([CH3:57])[CH3:56].CCN(C(C)C)C(C)C. The catalyst is CN(C=O)C.O. The product is [F:26][C:27]1[CH:28]=[C:29]([NH:40][C:41]([C@H:43]2[C:52]3[C:47](=[CH:48][C:49]([O:53][CH3:54])=[CH:50][CH:51]=3)[CH2:46][CH2:45][N:44]2[C:66]([C@@H:64]2[CH2:63][C@H:62]([CH2:61][C:60]([O:59][C:55]([CH3:58])([CH3:57])[CH3:56])=[O:69])[CH2:65]2)=[O:67])=[O:42])[CH:30]=[C:31]([F:39])[C:32]=1[C:33]([CH3:37])([CH3:38])[CH2:34][O:35][CH3:36]. The yield is 0.734. (2) The reactants are [Cl:1][C:2]1[CH:7]=[CH:6][C:5]([C:8]2[C:12]3[CH2:13][N:14]([C:17](=[O:19])[CH3:18])[CH2:15][CH2:16][C:11]=3[NH:10][N:9]=2)=[CH:4][C:3]=1[N+:20]([O-:22])=[O:21].C(=O)([O-])[O-].[Cs+].[Cs+].[CH2:29]([CH:31]1[O:33][CH2:32]1)Cl. The catalyst is CN(C=O)C.C(OCC)(=O)C.O. The product is [Cl:1][C:2]1[CH:7]=[CH:6][C:5]([C:8]2[C:12]3[CH2:13][N:14]([C:17](=[O:19])[CH3:18])[CH2:15][CH2:16][C:11]=3[N:10]([CH2:29][CH:31]3[CH2:32][O:33]3)[N:9]=2)=[CH:4][C:3]=1[N+:20]([O-:22])=[O:21]. The yield is 0.830. (3) The reactants are Br[C:2]1[CH:3]=[C:4]([N:8]2[C:16]3[CH:15]=[C:14]([Cl:17])[N:13]=[CH:12][C:11]=3[C:10]([C:18]([O:20][CH3:21])=[O:19])=[N:9]2)[CH:5]=[CH:6][CH:7]=1.[C:22]([C@:24]1([OH:31])[CH2:28][CH2:27][N:26]([CH3:29])[C:25]1=[O:30])#[CH:23]. No catalyst specified. The product is [Cl:17][C:14]1[N:13]=[CH:12][C:11]2[C:10]([C:18]([O:20][CH3:21])=[O:19])=[N:9][N:8]([C:4]3[CH:5]=[CH:6][CH:7]=[C:2]([C:23]#[C:22][C@:24]4([OH:31])[CH2:28][CH2:27][N:26]([CH3:29])[C:25]4=[O:30])[CH:3]=3)[C:16]=2[CH:15]=1. The yield is 0.350.